This data is from Catalyst prediction with 721,799 reactions and 888 catalyst types from USPTO. The task is: Predict which catalyst facilitates the given reaction. (1) Reactant: C(OC([N:8]1[CH2:13][CH2:12][CH:11]([N:14]([CH3:43])[C:15]2([CH:18]3[CH2:22][CH2:21][N:20]([C:23]4[C:32]([O:33][CH3:34])=[C:31]5[C:26]([C:27](=[O:41])[C:28]([C:38]([OH:40])=[O:39])=[CH:29][N:30]5[CH:35]5[CH2:37][CH2:36]5)=[CH:25][C:24]=4[F:42])[CH2:19]3)[CH2:17][CH2:16]2)[CH2:10][CH2:9]1)=O)(C)(C)C.FC(F)(F)C(O)=O. Product: [CH:35]1([N:30]2[C:31]3[C:26](=[CH:25][C:24]([F:42])=[C:23]([N:20]4[CH2:21][CH2:22][CH:18]([C:15]5([N:14]([CH3:43])[CH:11]6[CH2:10][CH2:9][NH:8][CH2:13][CH2:12]6)[CH2:17][CH2:16]5)[CH2:19]4)[C:32]=3[O:33][CH3:34])[C:27](=[O:41])[C:28]([C:38]([OH:40])=[O:39])=[CH:29]2)[CH2:37][CH2:36]1. The catalyst class is: 68. (2) Reactant: [O:1]1[CH2:6][CH2:5][CH2:4][CH2:3][CH:2]1[O:7][C:8]1[CH:13]=[CH:12][C:11]([C:14]([F:17])([F:16])[F:15])=[CH:10][CH:9]=1.C([Li])CCC.[B:23](OC(C)C)([O:28][CH:29]([CH3:31])C)[O:24][CH:25](C)[CH3:26].[NH:36](CCO)CCO. Product: [O:1]1[CH2:6][CH2:5][CH2:4][CH2:3][CH:2]1[O:7][C:8]1[CH:13]=[CH:12][C:11]([C:14]([F:15])([F:16])[F:17])=[CH:10][C:9]=1[B:23]1[O:28][CH2:29][CH2:31][NH:36][CH2:26][CH2:25][O:24]1. The catalyst class is: 134. (3) Reactant: [C:1]1([CH3:11])[CH:6]=[CH:5][C:4](S(O)(=O)=O)=[CH:3][CH:2]=1.[CH:12]([OH:15])(C)[CH3:13]. Product: [CH3:6][CH:1]([CH2:2][CH3:3])[CH:11]([C:1]1[CH:6]=[CH:5][CH:4]=[CH:3][CH:2]=1)[CH2:13][CH:12]=[O:15]. The catalyst class is: 6. (4) Product: [C:1]([O:5][C:6]([N:8]1[C@H:13]([C:14](=[O:16])[NH:26][CH:22]2[CH2:23][CH2:24][CH2:25][C:20]([CH3:27])([CH3:19])[CH2:21]2)[CH2:12][C@:11]2([CH2:17][OH:18])[C@H:9]1[CH2:10]2)=[O:7])([CH3:2])([CH3:3])[CH3:4]. The catalyst class is: 91. Reactant: [C:1]([O:5][C:6]([N:8]1[C@H:13]([C:14]([OH:16])=O)[CH2:12][C@:11]2([CH2:17][OH:18])[C@H:9]1[CH2:10]2)=[O:7])([CH3:4])([CH3:3])[CH3:2].[CH3:19][C:20]1([CH3:27])[CH2:25][CH2:24][CH2:23][CH:22]([NH2:26])[CH2:21]1.CN(C(ON1N=NC2C=CC=CC1=2)=[N+](C)C)C.F[P-](F)(F)(F)(F)F.CCN(C(C)C)C(C)C. (5) Reactant: [Br:1][C:2]1[CH:3]=[C:4]([CH2:12][CH2:13][CH2:14]Br)[N:5]2[C:10]=1[C:9]([NH2:11])=[N:8][CH:7]=[N:6]2.[NH:16]1[CH2:21][CH2:20][O:19][CH2:18][CH2:17]1.C(N(CC)CC)C.[I-].[Na+]. Product: [Br:1][C:2]1[CH:3]=[C:4]([CH2:12][CH2:13][CH2:14][N:16]2[CH2:21][CH2:20][O:19][CH2:18][CH2:17]2)[N:5]2[C:10]=1[C:9]([NH2:11])=[N:8][CH:7]=[N:6]2. The catalyst class is: 31. (6) Reactant: [N+]([C:4]1[CH:5]=[C:6]([C:12]#[N:13])[C:7](=[CH:10][CH:11]=1)[C:8]#[N:9])([O-])=O.[Cl:14][C:15]1[CH:20]=[CH:19][C:18]([OH:21])=[CH:17][CH:16]=1.C(=O)([O-])[O-].[K+].[K+]. Product: [Cl:14][C:15]1[CH:20]=[CH:19][C:18]([O:21][C:4]2[CH:5]=[C:6]([C:12]#[N:13])[C:7](=[CH:10][CH:11]=2)[C:8]#[N:9])=[CH:17][CH:16]=1. The catalyst class is: 21. (7) Reactant: [C:1]([C:5]1[CH:10]=[C:9]([CH3:11])[CH:8]=[CH:7][C:6]=1[OH:12])([CH3:4])([CH3:3])[CH3:2].C1C[O:16][CH2:15]C1.C(N(CC)CC)C. Product: [C:1]([C:5]1[CH:10]=[C:9]([CH3:11])[CH:8]=[C:7]([CH:15]=[O:16])[C:6]=1[OH:12])([CH3:4])([CH3:3])[CH3:2]. The catalyst class is: 11. (8) Product: [ClH:27].[C:1]1([C:7]2[N:11]=[C:10]([N:12]3[CH2:17][CH2:16][N:15]([C:18]([NH:20][C:21]4[CH:22]=[N:23][CH:24]=[CH:25][CH:26]=4)=[O:19])[CH2:14][CH2:13]3)[S:9][N:8]=2)[CH:2]=[CH:3][CH:4]=[CH:5][CH:6]=1. The catalyst class is: 54. Reactant: [C:1]1([C:7]2[N:11]=[C:10]([N:12]3[CH2:17][CH2:16][N:15]([C:18]([NH:20][C:21]4[CH:22]=[N:23][CH:24]=[CH:25][CH:26]=4)=[O:19])[CH2:14][CH2:13]3)[S:9][N:8]=2)[CH:6]=[CH:5][CH:4]=[CH:3][CH:2]=1.[ClH:27]. (9) Reactant: [CH:1]1([C:4]([OH:6])=O)[CH2:3][CH2:2]1.C1N=CN(C(N2C=NC=C2)=O)C=1.Cl.Cl.[CH3:21][N:22]1[C:26]2[CH:27]=[CH:28][CH:29]=[CH:30][C:25]=2[N:24]=[C:23]1[C:31]1[CH:36]=[CH:35][CH:34]=[C:33]([N:37]2[CH2:42][CH2:41][NH:40][CH2:39][CH2:38]2)[CH:32]=1. Product: [CH:1]1([C:4]([N:40]2[CH2:41][CH2:42][N:37]([C:33]3[CH:34]=[CH:35][CH:36]=[C:31]([C:23]4[N:22]([CH3:21])[C:26]5[CH:27]=[CH:28][CH:29]=[CH:30][C:25]=5[N:24]=4)[CH:32]=3)[CH2:38][CH2:39]2)=[O:6])[CH2:3][CH2:2]1. The catalyst class is: 10. (10) Reactant: [NH2:1][C:2]1[C:3]([F:33])=[CH:4][C:5]([Cl:32])=[C:6]([C:8]2[C:9](=[O:31])[N:10]([CH:28]([CH3:30])[CH3:29])[C:11]3[C:16]([CH:17]=2)=[CH:15][N:14]=[C:13]([NH:18][CH2:19][C:20]2[CH:25]=[CH:24][C:23]([O:26][CH3:27])=[CH:22][CH:21]=2)[CH:12]=3)[CH:7]=1.[F:34][C:35]1[CH:36]=[C:37]([N:41]=[C:42]=[O:43])[CH:38]=[CH:39][CH:40]=1. Product: [Cl:32][C:5]1[C:6]([C:8]2[C:9](=[O:31])[N:10]([CH:28]([CH3:29])[CH3:30])[C:11]3[C:16]([CH:17]=2)=[CH:15][N:14]=[C:13]([NH:18][CH2:19][C:20]2[CH:21]=[CH:22][C:23]([O:26][CH3:27])=[CH:24][CH:25]=2)[CH:12]=3)=[CH:7][C:2]([NH:1][C:42]([NH:41][C:37]2[CH:38]=[CH:39][CH:40]=[C:35]([F:34])[CH:36]=2)=[O:43])=[C:3]([F:33])[CH:4]=1. The catalyst class is: 1.